Dataset: Reaction yield outcomes from USPTO patents with 853,638 reactions. Task: Predict the reaction yield, written as a fraction of the theoretical maximum amount of product (1.0 means a 100% yield; for example, 0.34 means a 34% yield). (1) The reactants are FC(F)(F)C1C=C(NC(=O)NC2C=CC(C3SC(CCC(O)=O)=NC=3)=CC=2)C=CC=1.[O:31]1[CH2:36][CH2:35][O:34][C:33]2[CH:37]=[C:38]([NH:41][C:42](=[O:64])[NH:43][C:44]3[CH:49]=[CH:48][C:47]([C:50]4[S:54][C:53]([CH2:55][CH2:56][C:57]([CH3:63])([CH3:62])[C:58]([O:60]C)=[O:59])=[N:52][CH:51]=4)=[CH:46][CH:45]=3)[CH:39]=[CH:40][C:32]1=2. No catalyst specified. The product is [O:31]1[CH2:36][CH2:35][O:34][C:33]2[CH:37]=[C:38]([NH:41][C:42](=[O:64])[NH:43][C:44]3[CH:45]=[CH:46][C:47]([C:50]4[S:54][C:53]([CH2:55][CH2:56][C:57]([CH3:62])([CH3:63])[C:58]([OH:60])=[O:59])=[N:52][CH:51]=4)=[CH:48][CH:49]=3)[CH:39]=[CH:40][C:32]1=2. The yield is 0.860. (2) The reactants are Br[C:2]1[CH:3]=[N:4][CH:5]=[C:6]([N+:9]([O-:11])=[O:10])[C:7]=1[NH2:8].[N:12]1[CH:17]=[CH:16][CH:15]=[C:14](B(O)O)[CH:13]=1.C([O-])([O-])=O.[Na+].[Na+]. The catalyst is Cl[Pd](Cl)([P](C1C=CC=CC=1)(C1C=CC=CC=1)C1C=CC=CC=1)[P](C1C=CC=CC=1)(C1C=CC=CC=1)C1C=CC=CC=1.O1CCOCC1. The product is [N+:9]([C:6]1[C:7]([NH2:8])=[C:2]([C:14]2[CH:13]=[N:12][CH:17]=[CH:16][CH:15]=2)[CH:3]=[N:4][CH:5]=1)([O-:11])=[O:10]. The yield is 0.870. (3) The reactants are [F:1][C@@H:2]1[CH2:7][C@@H:6](O)[CH2:5][N:4]([C:9]([O:11][CH2:12][C:13]2[CH:18]=[CH:17][CH:16]=[CH:15][CH:14]=2)=[O:10])[CH2:3]1.C(N(CC)CC)C.CS(Cl)(=O)=O.[N-:31]=[N+:32]=[N-:33].[Na+]. The catalyst is ClCCl.C(OCC)C.CCOC(C)=O. The product is [N:31]([C@H:6]1[CH2:7][C@@H:2]([F:1])[CH2:3][N:4]([C:9]([O:11][CH2:12][C:13]2[CH:18]=[CH:17][CH:16]=[CH:15][CH:14]=2)=[O:10])[CH2:5]1)=[N+:32]=[N-:33]. The yield is 0.900. (4) The reactants are [Cl:1][C:2]1[C:3]([F:14])=[N:4][C:5]([F:13])=[C:6]([F:12])[C:7]=1[CH2:8]C(O)=O.[Br:15]Br. The catalyst is ClC1C=CC=CC=1.[Hg]=O. The product is [Br:15][CH2:8][C:7]1[C:6]([F:12])=[C:5]([F:13])[N:4]=[C:3]([F:14])[C:2]=1[Cl:1]. The yield is 0.750.